Dataset: NCI-60 drug combinations with 297,098 pairs across 59 cell lines. Task: Regression. Given two drug SMILES strings and cell line genomic features, predict the synergy score measuring deviation from expected non-interaction effect. Drug 1: C1=CC(=CC=C1CC(C(=O)O)N)N(CCCl)CCCl.Cl. Drug 2: C1C(C(OC1N2C=NC3=C2NC=NCC3O)CO)O. Cell line: LOX IMVI. Synergy scores: CSS=3.67, Synergy_ZIP=-8.68, Synergy_Bliss=-8.31, Synergy_Loewe=-6.64, Synergy_HSA=-6.41.